From a dataset of Full USPTO retrosynthesis dataset with 1.9M reactions from patents (1976-2016). Predict the reactants needed to synthesize the given product. Given the product [Cl:8][C:7]1[C:2]([NH:37][C:36]2[CH:38]=[CH:39][CH:40]=[CH:41][C:35]=2[S:32]([CH:29]([CH3:31])[CH3:30])(=[O:34])=[O:33])=[CH:3][C:4]([NH:9][C:10]2[C:15]([O:16][CH3:17])=[CH:14][C:13]([C:18]3[CH:23]=[CH:22][C:21]([C:24]([O:26][CH3:27])=[O:25])=[CH:20][CH:19]=3)=[C:12]([CH3:28])[CH:11]=2)=[N:5][CH:6]=1, predict the reactants needed to synthesize it. The reactants are: Br[C:2]1[C:7]([Cl:8])=[CH:6][N:5]=[C:4]([NH:9][C:10]2[C:15]([O:16][CH3:17])=[CH:14][C:13]([C:18]3[CH:23]=[CH:22][C:21]([C:24]([O:26][CH3:27])=[O:25])=[CH:20][CH:19]=3)=[C:12]([CH3:28])[CH:11]=2)[CH:3]=1.[CH:29]([S:32]([C:35]1[CH:41]=[CH:40][CH:39]=[CH:38][C:36]=1[NH2:37])(=[O:34])=[O:33])([CH3:31])[CH3:30].C1(P(C2CCCCC2)C2C=CC=CC=2C2C(CCC)=CC(CCC)=CC=2CCC)CCCCC1.CC(C)([O-])C.[Na+].